Dataset: Reaction yield outcomes from USPTO patents with 853,638 reactions. Task: Predict the reaction yield, written as a fraction of the theoretical maximum amount of product (1.0 means a 100% yield; for example, 0.34 means a 34% yield). The reactants are [Br:1][C:2]1[CH:3]=[C:4]2[C:10]([NH2:11])=[C:9]([C:12]3[CH:17]=[CH:16][CH:15]=[CH:14][CH:13]=3)[NH:8][C:5]2=[N:6][CH:7]=1.[CH3:18][C:19](=O)[CH2:20][CH2:21][C:22](=O)[CH3:23]. The catalyst is C(O)(=O)C. The product is [Br:1][C:2]1[CH:3]=[C:4]2[C:10]([N:11]3[C:22]([CH3:23])=[CH:21][CH:20]=[C:19]3[CH3:18])=[C:9]([C:12]3[CH:17]=[CH:16][CH:15]=[CH:14][CH:13]=3)[NH:8][C:5]2=[N:6][CH:7]=1. The yield is 0.290.